Dataset: Forward reaction prediction with 1.9M reactions from USPTO patents (1976-2016). Task: Predict the product of the given reaction. (1) Given the reactants C([NH:4][C:5]1[CH:6]=[C:7]([CH:33]=[CH:34][N:35]=1)[C:8]([NH:10][C:11]1[CH:16]=[CH:15][C:14]([C:17]2[NH:18][C:19](=[O:31])[C:20]3[O:25][C:24]4[CH:26]=[CH:27][C:28]([Br:30])=[CH:29][C:23]=4[C:21]=3[N:22]=2)=[C:13]([Cl:32])[CH:12]=1)=[O:9])(=O)C.Cl.C(N(C(C)C)CC)(C)C, predict the reaction product. The product is: [NH2:4][C:5]1[CH:6]=[C:7]([C:8]([NH:10][C:11]2[CH:16]=[CH:15][C:14]([C:17]3[NH:18][C:19](=[O:31])[C:20]4[O:25][C:24]5[CH:26]=[CH:27][C:28]([Br:30])=[CH:29][C:23]=5[C:21]=4[N:22]=3)=[C:13]([Cl:32])[CH:12]=2)=[O:9])[CH:33]=[CH:34][N:35]=1. (2) Given the reactants Cl[C:2]1[CH:7]=[CH:6][C:5]([N+:8]([O-:10])=[O:9])=[CH:4][CH:3]=1.[NH:11]1[CH:15]=[CH:14][N:13]=[CH:12]1, predict the reaction product. The product is: [N+:8]([C:5]1[CH:6]=[CH:7][C:2]([N:11]2[CH:15]=[CH:14][N:13]=[CH:12]2)=[CH:3][CH:4]=1)([O-:10])=[O:9]. (3) Given the reactants [Cl:1][C:2]1[C:7]([CH:8]=O)=[C:6]([S:10][CH3:11])[CH:5]=[CH:4][CH:3]=1.Cl.[NH2:13][OH:14].C([N-]CC)C, predict the reaction product. The product is: [Cl:1][C:2]1[CH:3]=[CH:4][CH:5]=[C:6]([S:10][CH3:11])[C:7]=1/[CH:8]=[N:13]/[OH:14].